This data is from Forward reaction prediction with 1.9M reactions from USPTO patents (1976-2016). The task is: Predict the product of the given reaction. (1) Given the reactants [Br:1][C:2]1[CH:3]=[C:4]([CH:7]=[CH:8][C:9]=1[F:10])[CH:5]=O.[C:11]([O:17][CH3:18])(=[O:16])[CH2:12][C:13]([CH3:15])=O.[NH2:19][C:20]1[CH2:24][CH2:23][C:22](=[O:25])[CH:21]=1, predict the reaction product. The product is: [Br:1][C:2]1[CH:3]=[C:4]([CH:5]2[C:12]([C:11]([O:17][CH3:18])=[O:16])=[C:13]([CH3:15])[NH:19][C:20]3[CH2:24][CH2:23][C:22](=[O:25])[C:21]2=3)[CH:7]=[CH:8][C:9]=1[F:10]. (2) Given the reactants CN1CCOCC1.[C:8]([O:12][C:13]([NH:15][C@H:16]([CH2:20][C:21]1[CH:26]=[CH:25][C:24]([Cl:27])=[CH:23][C:22]=1[Cl:28])[C:17]([OH:19])=O)=[O:14])([CH3:11])([CH3:10])[CH3:9].ClC(OCC(C)C)=O.[CH3:37][O:38][C:39]1[CH:40]=[C:41]([CH2:47][CH2:48][NH2:49])[CH:42]=[CH:43][C:44]=1[O:45][CH3:46], predict the reaction product. The product is: [Cl:28][C:22]1[CH:23]=[C:24]([Cl:27])[CH:25]=[CH:26][C:21]=1[CH2:20][C@@H:16]([NH:15][C:13](=[O:14])[O:12][C:8]([CH3:9])([CH3:10])[CH3:11])[C:17](=[O:19])[NH:49][CH2:48][CH2:47][C:41]1[CH:42]=[CH:43][C:44]([O:45][CH3:46])=[C:39]([O:38][CH3:37])[CH:40]=1.